Dataset: Catalyst prediction with 721,799 reactions and 888 catalyst types from USPTO. Task: Predict which catalyst facilitates the given reaction. (1) Reactant: [C:1]([O:5][C:6]([C:8]1[O:9][C:10]2[CH:17]=[CH:16][C:15]([CH:18]=[O:19])=[C:14]([OH:20])[C:11]=2[C:12]=1[CH3:13])=[O:7])([CH3:4])([CH3:3])[CH3:2].C([BH3-])#N.[Na+]. Product: [C:1]([O:5][C:6]([C:8]1[O:9][C:10]2[CH:17]=[CH:16][C:15]([CH2:18][OH:19])=[C:14]([OH:20])[C:11]=2[C:12]=1[CH3:13])=[O:7])([CH3:4])([CH3:2])[CH3:3]. The catalyst class is: 1. (2) Reactant: F[C:2]1[CH:9]=[CH:8][C:5]([CH:6]=[O:7])=[CH:4][C:3]=1[C:10]([F:13])([F:12])[F:11].[Cl:14][C:15]1[CH:32]=[CH:31][C:18]([CH2:19][CH2:20][NH:21][C:22](=[O:30])[C:23]2[CH:28]=[CH:27][C:26]([OH:29])=[CH:25][CH:24]=2)=[CH:17][CH:16]=1.C([O-])([O-])=O.[K+].[K+]. Product: [Cl:14][C:15]1[CH:16]=[CH:17][C:18]([CH2:19][CH2:20][NH:21][C:22](=[O:30])[C:23]2[CH:28]=[CH:27][C:26]([O:29][C:2]3[CH:9]=[CH:8][C:5]([CH:6]=[O:7])=[CH:4][C:3]=3[C:10]([F:13])([F:12])[F:11])=[CH:25][CH:24]=2)=[CH:31][CH:32]=1. The catalyst class is: 16. (3) Reactant: [CH2:1]([NH2:8])[C:2]1[CH:7]=[CH:6][CH:5]=[CH:4][CH:3]=1.[CH3:9][C:10]([CH3:16])=[CH:11][C:12]([O:14][CH3:15])=[O:13]. Product: [CH3:9][C:10]([NH:8][CH2:1][C:2]1[CH:7]=[CH:6][CH:5]=[CH:4][CH:3]=1)([CH3:16])[CH2:11][C:12]([O:14][CH3:15])=[O:13]. The catalyst class is: 24.